Task: Predict the product of the given reaction.. Dataset: Forward reaction prediction with 1.9M reactions from USPTO patents (1976-2016) (1) Given the reactants [C:1]([C:4]1[CH:9]=[CH:8][C:7]([S:10]([NH:13][C:14]2[CH:18]=[C:17]([CH3:19])[O:16][N:15]=2)(=[O:12])=[O:11])=[CH:6][CH:5]=1)(=[O:3])[CH3:2].[CH3:20][O:21][C:22]1[CH:29]=[C:28]([O:30][CH3:31])[C:27]([N:32]2[CH2:36][CH2:35][CH2:34][CH2:33]2)=[CH:26][C:23]=1[CH:24]=O, predict the reaction product. The product is: [CH3:20][O:21][C:22]1[CH:29]=[C:28]([O:30][CH3:31])[C:27]([N:32]2[CH2:36][CH2:35][CH2:34][CH2:33]2)=[CH:26][C:23]=1/[CH:24]=[CH:2]/[C:1]([C:4]1[CH:5]=[CH:6][C:7]([S:10]([NH:13][C:14]2[CH:18]=[C:17]([CH3:19])[O:16][N:15]=2)(=[O:11])=[O:12])=[CH:8][CH:9]=1)=[O:3]. (2) Given the reactants Cl[C:2]1[N:10]=[CH:9][N:8]=[C:7]2[C:3]=1[N:4]=[C:5]([CH3:17])[N:6]2[CH:11]1[CH2:16][CH2:15][CH2:14][CH2:13][O:12]1.[F:18][C:19]1[C:24](B2OC(C)(C)C(C)(C)O2)=[CH:23][CH:22]=[CH:21][N:20]=1, predict the reaction product. The product is: [F:18][C:19]1[C:24]([C:2]2[N:10]=[CH:9][N:8]=[C:7]3[C:3]=2[N:4]=[C:5]([CH3:17])[N:6]3[CH:11]2[CH2:16][CH2:15][CH2:14][CH2:13][O:12]2)=[CH:23][CH:22]=[CH:21][N:20]=1. (3) Given the reactants [NH2:1][C:2]1[CH:11]=[CH:10][CH:9]=[C:8]2[C:3]=1[CH:4]=[CH:5][N:6]([CH:13]1[CH2:18][CH2:17][N:16]([C:19]([O:21][C:22]([CH3:25])([CH3:24])[CH3:23])=[O:20])[CH2:15][CH2:14]1)[C:7]2=[O:12].CN(C)C=O.[CH:31]1([CH2:38][C:39](O)=[O:40])[CH2:37][CH2:36][CH2:35][CH2:34][CH2:33][CH2:32]1.F[P-](F)(F)(F)(F)F.C[N+](C)=C(N(C)C)ON1C2N=CC=CC=2N=N1.C(N(CC)C(C)C)(C)C, predict the reaction product. The product is: [CH:31]1([CH2:38][C:39]([NH:1][C:2]2[CH:11]=[CH:10][CH:9]=[C:8]3[C:3]=2[CH:4]=[CH:5][N:6]([CH:13]2[CH2:14][CH2:15][N:16]([C:19]([O:21][C:22]([CH3:25])([CH3:24])[CH3:23])=[O:20])[CH2:17][CH2:18]2)[C:7]3=[O:12])=[O:40])[CH2:37][CH2:36][CH2:35][CH2:34][CH2:33][CH2:32]1. (4) Given the reactants [Cl:1][C:2]1[CH:7]=[CH:6][C:5]([C:8]2[CH:9]=[C:10]3[C:16]([C:17]([C:19]4[C:20]([F:33])=[C:21]([NH:26][S:27]([CH2:30][CH2:31][CH3:32])(=[O:29])=[O:28])[CH:22]=[CH:23][C:24]=4[F:25])=[O:18])=[CH:15][NH:14][C:11]3=[N:12][CH:13]=2)=[CH:4][CH:3]=1.[OH-].[K+].[C:36]([O:40][C:41]([NH:43][CH:44]([CH:51]([CH3:53])[CH3:52])[C:45]([O:47][CH:48](Cl)[CH3:49])=[O:46])=[O:42])([CH3:39])([CH3:38])[CH3:37], predict the reaction product. The product is: [Cl:1][C:2]1[CH:7]=[CH:6][C:5]([C:8]2[CH:9]=[C:10]3[C:16]([C:17](=[O:18])[C:19]4[C:24]([F:25])=[CH:23][CH:22]=[C:21]([NH:26][S:27]([CH2:30][CH2:31][CH3:32])(=[O:28])=[O:29])[C:20]=4[F:33])=[CH:15][N:14]([CH:48]([O:47][C:45](=[O:46])[CH:44]([NH:43][C:41]([O:40][C:36]([CH3:37])([CH3:38])[CH3:39])=[O:42])[CH:51]([CH3:52])[CH3:53])[CH3:49])[C:11]3=[N:12][CH:13]=2)=[CH:4][CH:3]=1.